Dataset: Catalyst prediction with 721,799 reactions and 888 catalyst types from USPTO. Task: Predict which catalyst facilitates the given reaction. (1) Product: [C:16]([C:3]1[CH:4]=[C:5]([C:8]2[CH:13]=[CH:12][CH:11]=[C:10]([O:14][CH3:15])[CH:9]=2)[CH:6]=[CH:7][C:2]=1[NH:1][C:19]1[CH:20]=[C:21]([CH:26]=[CH:27][CH:28]=1)[C:22]([O:24][CH3:25])=[O:23])#[N:17]. Reactant: [NH2:1][C:2]1[CH:7]=[CH:6][C:5]([C:8]2[CH:13]=[CH:12][CH:11]=[C:10]([O:14][CH3:15])[CH:9]=2)=[CH:4][C:3]=1[C:16]#[N:17].Br[C:19]1[CH:20]=[C:21]([CH:26]=[CH:27][CH:28]=1)[C:22]([O:24][CH3:25])=[O:23].CC1(C)C2C=CC=C(P(C3C=CC=CC=3)C3C=CC=CC=3)C=2OC2C1=CC=CC=2P(C1C=CC=CC=1)C1C=CC=CC=1.C(=O)([O-])[O-].[Cs+].[Cs+]. The catalyst class is: 487. (2) Reactant: [C:1]([C:5]1[CH:37]=[CH:36][C:8]([CH2:9][N:10]2[C:14](=[O:15])[N:13]([CH2:16][CH3:17])[C:12]([CH2:18][CH2:19][CH2:20][C:21]3[CH:26]=[CH:25][C:24](B4OC(C)(C)C(C)(C)O4)=[CH:23][CH:22]=3)=[N:11]2)=[CH:7][CH:6]=1)([CH3:4])([CH3:3])[CH3:2].Br[C:39]1[N:44]=[C:43]([N+:45]([O-:47])=[O:46])[C:42]([O:48][CH3:49])=[CH:41][CH:40]=1.C(=O)([O-])[O-].[K+].[K+]. Product: [C:1]([C:5]1[CH:37]=[CH:36][C:8]([CH2:9][N:10]2[C:14](=[O:15])[N:13]([CH2:16][CH3:17])[C:12]([CH2:18][CH2:19][CH2:20][C:21]3[CH:26]=[CH:25][C:24]([C:39]4[CH:40]=[CH:41][C:42]([O:48][CH3:49])=[C:43]([N+:45]([O-:47])=[O:46])[N:44]=4)=[CH:23][CH:22]=3)=[N:11]2)=[CH:7][CH:6]=1)([CH3:2])([CH3:3])[CH3:4]. The catalyst class is: 108. (3) Reactant: [CH3:1][C:2]1[CH:26]=[CH:25][C:5]([C:6]([NH:8][C:9]2[CH:14]=[C:13]([C:15]([F:18])([F:17])[F:16])[CH:12]=[C:11]([N:19]3[CH:23]=[C:22]([CH3:24])[N:21]=[CH:20]3)[CH:10]=2)=[O:7])=[CH:4][C:3]=1[NH:27][C:28]1[N:33]=[C:32]([C:34]2[CH:35]=[N:36][CH:37]=[CH:38][CH:39]=2)[CH:31]=[CH:30][N:29]=1.[CH3:40][S:41]([OH:44])(=[O:43])=[O:42].[CH:45]([NH:48][C:49](=[O:53])[O:50][CH2:51][I:52])([CH3:47])[CH3:46]. The catalyst class is: 34. Product: [CH3:40][S:41]([OH:44])(=[O:43])=[O:42].[I-:52].[CH:45]([NH:48][C:49]([O:50][CH2:51][N+:36]1[CH:37]=[CH:38][CH:39]=[C:34]([C:32]2[CH:31]=[CH:30][N:29]=[C:28]([NH:27][C:3]3[CH:4]=[C:5]([C:6](=[O:7])[NH:8][C:9]4[CH:14]=[C:13]([C:15]([F:16])([F:17])[F:18])[CH:12]=[C:11]([N:19]5[CH:23]=[C:22]([CH3:24])[N:21]=[CH:20]5)[CH:10]=4)[CH:25]=[CH:26][C:2]=3[CH3:1])[N:33]=2)[CH:35]=1)=[O:53])([CH3:47])[CH3:46]. (4) Reactant: Cl.[C:2]([C:6]1[N:7]=[C:8]([NH:11][C:12]([C:14]2[CH:39]=[CH:38][N:17]3[C:18](=[O:37])[C:19](/[CH:32]=[CH:33]/[C:34]([OH:36])=O)=[C:20]([N:22]4[CH2:27][CH2:26][CH2:25][C@@H:24]([O:28][C:29]([NH2:31])=[O:30])[CH2:23]4)[N:21]=[C:16]3[CH:15]=2)=[O:13])[S:9][CH:10]=1)([CH3:5])([CH3:4])[CH3:3].[CH3:40][N:41]([CH3:45])[CH2:42][CH2:43][NH2:44].C(N(C(C)C)CC)(C)C.C1C=CC2N(O)N=NC=2C=1.Cl. Product: [C:2]([C:6]1[N:7]=[C:8]([NH:11][C:12]([C:14]2[CH:39]=[CH:38][N:17]3[C:18](=[O:37])[C:19](/[CH:32]=[CH:33]/[C:34]([NH:44][CH2:43][CH2:42][N:41]([CH3:45])[CH3:40])=[O:36])=[C:20]([N:22]4[CH2:27][CH2:26][CH2:25][C@@H:24]([O:28][C:29](=[O:30])[NH2:31])[CH2:23]4)[N:21]=[C:16]3[CH:15]=2)=[O:13])[S:9][CH:10]=1)([CH3:3])([CH3:5])[CH3:4]. The catalyst class is: 59. (5) Reactant: [Cr](O[Cr]([O-])(=O)=O)([O-])(=O)=O.[NH+:10]1C=CC=C[CH:11]=1.[NH+]1C=CC=CC=1.[Cl:22][C:23]1[S:48][C:26]2[NH:27][C:28]([C:30]([NH:32][CH:33]3[CH2:42][C:41]4[C:36](=[CH:37][CH:38]=[CH:39][CH:40]=4)[N:35]([CH2:43][CH2:44][CH2:45][OH:46])[C:34]3=[O:47])=[O:31])=[CH:29][C:25]=2[CH:24]=1. Product: [Cl:22][C:23]1[S:48][C:26]2[NH:27][C:28]([C:30]([NH:32][CH:33]3[CH2:42][C:41]4[C:36](=[CH:37][CH:38]=[CH:39][CH:40]=4)[N:35]([CH2:43][CH2:44][C:45]([NH:10][CH3:11])=[O:46])[C:34]3=[O:47])=[O:31])=[CH:29][C:25]=2[CH:24]=1. The catalyst class is: 3. (6) Reactant: C[O:2][C:3](=[O:31])[CH2:4][O:5][C:6]1[CH:15]=[CH:14][C:13]([F:16])=[C:12]2[C:7]=1[C:8]([O:27][CH:28]([F:30])[F:29])=[C:9]([CH2:19][C:20]1[CH:25]=[CH:24][C:23]([Cl:26])=[CH:22][CH:21]=1)[C:10]([CH2:17][CH3:18])=[N:11]2.CO.[OH-].[Na+]. Product: [Cl:26][C:23]1[CH:22]=[CH:21][C:20]([CH2:19][C:9]2[C:10]([CH2:17][CH3:18])=[N:11][C:12]3[C:7]([C:8]=2[O:27][CH:28]([F:30])[F:29])=[C:6]([O:5][CH2:4][C:3]([OH:31])=[O:2])[CH:15]=[CH:14][C:13]=3[F:16])=[CH:25][CH:24]=1. The catalyst class is: 15. (7) Reactant: I[Si](C)(C)C.[F:6][C:7]1[CH:12]=[CH:11][CH:10]=[CH:9][C:8]=1[C@H:13]1[CH2:22][CH2:21][CH2:20][C@@H:19]2[N:14]1[C:15](=[O:23])[CH2:16][CH2:17][CH2:18]2.CN(C)CCN(C)C.[I:32]I.S([O-])([O-])(=O)=S.[Na+].[Na+]. Product: [F:6][C:7]1[CH:12]=[CH:11][CH:10]=[CH:9][C:8]=1[C@H:13]1[CH2:22][CH2:21][CH2:20][C@@H:19]2[N:14]1[C:15](=[O:23])[CH:16]([I:32])[CH2:17][CH2:18]2. The catalyst class is: 124.